Dataset: Catalyst prediction with 721,799 reactions and 888 catalyst types from USPTO. Task: Predict which catalyst facilitates the given reaction. (1) Reactant: [CH3:1][CH:2]([CH3:18])[CH2:3][C@H:4]([NH2:17])[C:5]1[CH:10]=[CH:9][CH:8]=[CH:7][C:6]=1[N:11]1[CH2:16][CH2:15][CH2:14][CH2:13][CH2:12]1.[CH2:19]([O:21][C:22]1[CH:23]=[C:24]([CH2:33][C:34](O)=[O:35])[CH:25]=[CH:26][C:27]=1[C:28]([O:30][CH2:31][CH3:32])=[O:29])[CH3:20].B(O)(O)O. Product: [CH2:19]([O:21][C:22]1[CH:23]=[C:24]([CH2:33][C:34]([NH:17][C@H:4]([C:5]2[CH:10]=[CH:9][CH:8]=[CH:7][C:6]=2[N:11]2[CH2:16][CH2:15][CH2:14][CH2:13][CH2:12]2)[CH2:3][CH:2]([CH3:18])[CH3:1])=[O:35])[CH:25]=[CH:26][C:27]=1[C:28]([O:30][CH2:31][CH3:32])=[O:29])[CH3:20]. The catalyst class is: 11. (2) Reactant: CC1C=CC(S(O[CH2:12][CH:13]([OH:26])[C:14]2[CH:15]=[CH:16][CH:17]=[C:18]3[C:23]=2[N:22]([CH3:24])[C:21](=[O:25])[CH:20]=[CH:19]3)(=O)=O)=CC=1.C(=O)([O-])[O-].[K+].[K+]. Product: [CH3:24][N:22]1[C:23]2[C:18](=[CH:17][CH:16]=[CH:15][C:14]=2[CH:13]2[CH2:12][O:26]2)[CH:19]=[CH:20][C:21]1=[O:25]. The catalyst class is: 24.